Dataset: Full USPTO retrosynthesis dataset with 1.9M reactions from patents (1976-2016). Task: Predict the reactants needed to synthesize the given product. Given the product [C:1]([O:5][C:6]([N:8]1[CH2:14][CH2:13][CH2:12][N:11]([C:15]([C:17]2[CH:18]=[C:19]3[C:23](=[CH:24][CH:25]=2)[N:22]([CH:26]([CH3:27])[CH3:28])[C:21]([C:29]([N:32]2[CH2:37][CH2:36][O:35][CH2:34][CH2:33]2)=[O:30])=[CH:20]3)=[O:16])[CH2:10][CH2:9]1)=[O:7])([CH3:2])([CH3:4])[CH3:3], predict the reactants needed to synthesize it. The reactants are: [C:1]([O:5][C:6]([N:8]1[CH2:14][CH2:13][CH2:12][N:11]([C:15]([C:17]2[CH:18]=[C:19]3[C:23](=[CH:24][CH:25]=2)[N:22]([CH:26]([CH3:28])[CH3:27])[C:21]([C:29](O)=[O:30])=[CH:20]3)=[O:16])[CH2:10][CH2:9]1)=[O:7])([CH3:4])([CH3:3])[CH3:2].[NH:32]1[CH2:37][CH2:36][O:35][CH2:34][CH2:33]1.Cl.C(N=C=NCCCN(C)C)C.